This data is from Full USPTO retrosynthesis dataset with 1.9M reactions from patents (1976-2016). The task is: Predict the reactants needed to synthesize the given product. Given the product [Br:1][C:2]1[CH:3]=[C:4]2[C:8](=[CH:9][CH:10]=1)[CH:7]([OH:11])[CH2:6][CH2:5]2, predict the reactants needed to synthesize it. The reactants are: [Br:1][C:2]1[CH:3]=[C:4]2[C:8](=[CH:9][CH:10]=1)[C:7](=[O:11])[CH2:6][CH2:5]2.[BH4-].[Na+].Cl.